Predict the product of the given reaction. From a dataset of Forward reaction prediction with 1.9M reactions from USPTO patents (1976-2016). (1) Given the reactants [N:1]1[CH:6]=[CH:5][CH:4]=[C:3]([C:7]2[N:8]=[C:9]([CH2:12][O:13]C(=O)C(C)(C)C)[S:10][CH:11]=2)[CH:2]=1.[Br:20]Br, predict the reaction product. The product is: [Br:20][C:11]1[S:10][C:9]([CH2:12][OH:13])=[N:8][C:7]=1[C:3]1[CH:2]=[N:1][CH:6]=[CH:5][CH:4]=1. (2) Given the reactants [CH3:1][C:2]([CH3:13])([O:4][C:5]([N:7]1[CH2:12][CH2:11][NH:10][CH2:9][CH2:8]1)=[O:6])[CH3:3].[N:14]1[CH:19]=[CH:18][C:17]([C:20](O)=[O:21])=[CH:16][CH:15]=1.N, predict the reaction product. The product is: [CH3:3][C:2]([CH3:13])([O:4][C:5]([N:7]1[CH2:8][CH2:9][N:10]([C:20](=[O:21])[C:17]2[CH:18]=[CH:19][N:14]=[CH:15][CH:16]=2)[CH2:11][CH2:12]1)=[O:6])[CH3:1]. (3) Given the reactants C([O:8][C:9]1[C:14]([F:15])=[CH:13][CH:12]=[CH:11][C:10]=1[CH2:16][C:17]([O:19][CH3:20])=[O:18])C1C=CC=CC=1, predict the reaction product. The product is: [F:15][C:14]1[C:9]([OH:8])=[C:10]([CH2:16][C:17]([O:19][CH3:20])=[O:18])[CH:11]=[CH:12][CH:13]=1. (4) Given the reactants [CH3:1][O:2][C:3](=[O:15])[C:4]1[CH:9]=[CH:8][C:7]([CH:10]=[CH2:11])=[CH:6][C:5]=1[N+:12]([O-])=O, predict the reaction product. The product is: [CH3:1][O:2][C:3](=[O:15])[C:4]1[CH:9]=[CH:8][C:7]([CH2:10][CH3:11])=[CH:6][C:5]=1[NH2:12]. (5) Given the reactants [Cl:1][C:2]1[CH:10]=[CH:9][C:8]2[N:7]([CH2:11][C:12]([C:15]3[CH:20]=[CH:19][C:18]([O:21][CH3:22])=[CH:17][CH:16]=3)(O)[CH3:13])[C:6]3[CH2:23][CH2:24][N:25]([CH3:27])[CH2:26][C:5]=3[C:4]=2[CH:3]=1.S(=O)(=O)(O)O.C(=O)([O-])O.[Na+], predict the reaction product. The product is: [Cl:1][C:2]1[CH:10]=[CH:9][C:8]2[N:7](/[CH:11]=[C:12](/[C:15]3[CH:20]=[CH:19][C:18]([O:21][CH3:22])=[CH:17][CH:16]=3)\[CH3:13])[C:6]3[CH2:23][CH2:24][N:25]([CH3:27])[CH2:26][C:5]=3[C:4]=2[CH:3]=1. (6) Given the reactants [H-].[H-].[H-].[H-].[Li+].[Al+3].[Al+3].[Cl-].[Cl-].[Cl-].[S:11]1[C:15]([C:16](=O)[CH2:17][CH2:18][CH2:19][CH2:20][CH2:21][CH2:22][CH3:23])=[CH:14][C:13]2[S:25][CH:26]=[CH:27][C:12]1=2, predict the reaction product. The product is: [CH2:16]([C:15]1[S:11][C:12]2[CH:27]=[CH:26][S:25][C:13]=2[CH:14]=1)[CH2:17][CH2:18][CH2:19][CH2:20][CH2:21][CH2:22][CH3:23].